This data is from Forward reaction prediction with 1.9M reactions from USPTO patents (1976-2016). The task is: Predict the product of the given reaction. (1) Given the reactants [CH3:1][N:2]1[C:6]2=[CH:7][CH:8]=[C:9]3[C:14]([N:13]=[C:12](Cl)[N:11]=[C:10]3[N:16]3[CH2:21][CH2:20][O:19][CH2:18][CH2:17]3)=[C:5]2[CH:4]=[CH:3]1.[F:22][C:23]1[CH:24]=[C:25](B(O)O)[CH:26]=[CH:27][CH:28]=1.C([O-])([O-])=O.[Na+].[Na+], predict the reaction product. The product is: [F:22][C:23]1[CH:28]=[C:27]([C:12]2[N:11]=[C:10]([N:16]3[CH2:21][CH2:20][O:19][CH2:18][CH2:17]3)[C:9]3[C:14](=[C:5]4[CH:4]=[CH:3][N:2]([CH3:1])[C:6]4=[CH:7][CH:8]=3)[N:13]=2)[CH:26]=[CH:25][CH:24]=1. (2) Given the reactants FC(F)(F)S(O[C:7]1[CH:12]=[CH:11][C:10]([Cl:13])=[C:9]([C:14]2[C:23]3[C:18](=[C:19]([C:24]([F:27])([F:26])[F:25])[CH:20]=[CH:21][CH:22]=3)[N:17]=[CH:16][N:15]=2)[CH:8]=1)(=O)=O.[CH3:30][S:31]([C:34]1[CH:35]=[C:36](B(O)O)[CH:37]=[CH:38][CH:39]=1)(=[O:33])=[O:32], predict the reaction product. The product is: [Cl:13][C:10]1[CH:11]=[CH:12][C:7]([C:38]2[CH:37]=[CH:36][CH:35]=[C:34]([S:31]([CH3:30])(=[O:33])=[O:32])[CH:39]=2)=[CH:8][C:9]=1[C:14]1[C:23]2[C:18](=[C:19]([C:24]([F:26])([F:27])[F:25])[CH:20]=[CH:21][CH:22]=2)[N:17]=[CH:16][N:15]=1. (3) Given the reactants [CH2:1]([O:3][C:4](=[O:39])[CH2:5][CH2:6][CH2:7][O:8][C:9]1[CH:14]=[CH:13][CH:12]=[C:11]([CH2:15][CH2:16][CH2:17][CH2:18][CH2:19][CH2:20][O:21][C:22]2[CH:27]=[C:26]([N+:28]([O-:30])=[O:29])[CH:25]=[C:24](I)[CH:23]=2)[C:10]=1[CH2:32][CH2:33][C:34]([O:36][CH2:37][CH3:38])=[O:35])[CH3:2].[O:40]1[C:44]2[CH:45]=[CH:46][C:47](B(O)O)=[CH:48][C:43]=2[O:42][CH2:41]1, predict the reaction product. The product is: [CH2:1]([O:3][C:4](=[O:39])[CH2:5][CH2:6][CH2:7][O:8][C:9]1[CH:14]=[CH:13][CH:12]=[C:11]([CH2:15][CH2:16][CH2:17][CH2:18][CH2:19][CH2:20][O:21][C:22]2[CH:27]=[C:26]([N+:28]([O-:30])=[O:29])[CH:25]=[C:24]([C:47]3[CH:46]=[CH:45][C:44]4[O:40][CH2:41][O:42][C:43]=4[CH:48]=3)[CH:23]=2)[C:10]=1[CH2:32][CH2:33][C:34]([O:36][CH2:37][CH3:38])=[O:35])[CH3:2]. (4) Given the reactants Br[C:2]1[C:7]([Cl:8])=[CH:6][C:5]([OH:9])=[C:4]([S:10]([N:13]2[CH2:19][CH2:18][CH2:17][CH2:16][C:15]3[CH:20]=[CH:21][CH:22]=[CH:23][C:14]2=3)(=[O:12])=[O:11])[CH:3]=1.B1(B2[O:28][C:27]([CH3:30])([CH3:29])[C:26]([CH3:32])([CH3:31])[O:25]2)[O:28][C:27]([CH3:30])([CH3:29])[C:26]([CH3:32])([CH3:31])[O:25]1.[C:42]([O-])(=O)C.[K+], predict the reaction product. The product is: [Cl:8][C:7]1[C:2]([CH:42]2[O:28][C:27]([CH3:30])([CH3:29])[C:26]([CH3:32])([CH3:31])[O:25]2)=[CH:3][C:4]([S:10]([N:13]2[CH2:19][CH2:18][CH2:17][CH2:16][C:15]3[CH:20]=[CH:21][CH:22]=[CH:23][C:14]2=3)(=[O:12])=[O:11])=[C:5]([OH:9])[CH:6]=1. (5) Given the reactants [CH3:1][C:2]1[N:7]=[CH:6][C:5]([CH2:8][OH:9])=[CH:4][CH:3]=1.C(N(CC)CC)C.[CH3:17][S:18](Cl)(=[O:20])=[O:19], predict the reaction product. The product is: [CH3:1][C:2]1[N:7]=[CH:6][C:5]([CH2:8][O:9][S:18]([CH3:17])(=[O:20])=[O:19])=[CH:4][CH:3]=1.